This data is from Full USPTO retrosynthesis dataset with 1.9M reactions from patents (1976-2016). The task is: Predict the reactants needed to synthesize the given product. (1) Given the product [C:23]([C:19]1[CH:18]=[C:17]([N:16]([CH2:26][CH:27]2[CH2:28][CH2:29][CH2:30][CH2:31]2)[C:14](=[O:15])[NH:13][C:11]2[S:12][C:8]([S:7][CH2:45][CH2:47][C:48]([OH:50])=[O:49])=[CH:9][N:10]=2)[CH:22]=[CH:21][CH:20]=1)(=[O:25])[NH2:24], predict the reactants needed to synthesize it. The reactants are: C(OC(=O)C([S:7][C:8]1[S:12][C:11]([NH:13][C:14]([N:16]([CH2:26][CH:27]2[CH2:31][CH2:30][CH2:29][CH2:28]2)[C:17]2[CH:22]=[CH:21][CH:20]=[C:19]([C:23](=[O:25])[NH2:24])[CH:18]=2)=[O:15])=[N:10][CH:9]=1)C)C.C1(CN(C2C=CC(S(C)(=O)=O)=CC=2)C(=O)NC2SC=[C:45]([CH2:47][C:48]([OH:50])=[O:49])N=2)CCCC1.C1(CNC2C=C(C=CC=2)C(N)=O)CCCC1.C(OC(=O)C(SC1SC(N)=NC=1)C)C. (2) Given the product [C:19]1([C:25]2[C:29]3[CH:30]=[CH:31][CH:32]=[CH:33][C:28]=3[O:27][C:26]=2[CH:34]([OH:36])[CH3:35])[CH:20]=[CH:21][CH:22]=[CH:23][CH:24]=1, predict the reactants needed to synthesize it. The reactants are: [BH4-].C([N+](CCCC)(CCCC)CCCC)CCC.[C:19]1([C:25]2[C:29]3[CH:30]=[CH:31][CH:32]=[CH:33][C:28]=3[O:27][C:26]=2[C:34](=[O:36])[CH3:35])[CH:24]=[CH:23][CH:22]=[CH:21][CH:20]=1. (3) The reactants are: [C:1]1([C:7]2[S:11][CH:10]=[N:9][C:8]=2[CH2:12][N:13]2C(=O)C3C(=CC=CC=3)C2=O)[CH:6]=[CH:5][CH:4]=[CH:3][CH:2]=1.NN. Given the product [C:1]1([C:7]2[S:11][CH:10]=[N:9][C:8]=2[CH2:12][NH2:13])[CH:2]=[CH:3][CH:4]=[CH:5][CH:6]=1, predict the reactants needed to synthesize it. (4) Given the product [CH3:28][C:29]1[CH:33]=[CH:32][O:31][C:30]=1[C:34]([N:67]1[CH2:66][CH2:65][C:63]2[N:64]=[C:59]([NH:58][C:50]3[CH:49]=[C:48]([O:47][CH3:46])[C:53]([O:54][CH3:55])=[C:52]([O:56][CH3:57])[CH:51]=3)[N:60]=[CH:61][C:62]=2[CH2:68]1)=[O:36], predict the reactants needed to synthesize it. The reactants are: N1(O[P+](N(C)C)(N(C)C)N(C)C)C2C=CC=CC=2N=N1.F[P-](F)(F)(F)(F)F.[CH3:28][C:29]1[CH:33]=[CH:32][O:31][C:30]=1[C:34]([OH:36])=O.C(N(C(C)C)CC)(C)C.[CH3:46][O:47][C:48]1[CH:49]=[C:50]([NH:58][C:59]2[N:60]=[CH:61][C:62]3[CH2:68][NH:67][CH2:66][CH2:65][C:63]=3[N:64]=2)[CH:51]=[C:52]([O:56][CH3:57])[C:53]=1[O:54][CH3:55]. (5) Given the product [CH2:17]([O:7][CH2:6][CH2:5][CH2:4][CH2:3][CH2:2][CH2:1][OH:8])[C:14]1[CH:15]=[CH:16][CH:11]=[CH:12][CH:13]=1, predict the reactants needed to synthesize it. The reactants are: [CH2:1]([OH:8])[CH2:2][CH2:3][CH2:4][CH2:5][CH2:6][OH:7].[H-].[Na+].[CH:11]1[CH:16]=[CH:15][C:14]([CH2:17]Br)=[CH:13][CH:12]=1. (6) Given the product [CH3:6][C:7]1[CH:8]=[CH:9][C:10]([C:13]2[N:17]([C:18]3[CH:23]=[CH:22][CH:21]=[CH:20][CH:19]=3)[N:16]=[C:15]([C:24]([F:27])([F:25])[F:26])[CH:14]=2)=[CH:11][C:12]=1[S:2]([Cl:1])(=[O:5])=[O:3], predict the reactants needed to synthesize it. The reactants are: [Cl:1][S:2]([OH:5])(=O)=[O:3].[CH3:6][C:7]1[CH:12]=[CH:11][C:10]([C:13]2[N:17]([C:18]3[CH:23]=[CH:22][CH:21]=[CH:20][CH:19]=3)[N:16]=[C:15]([C:24]([F:27])([F:26])[F:25])[CH:14]=2)=[CH:9][CH:8]=1. (7) Given the product [Br:11][C:8]1[CH:7]=[C:6]([CH3:9])[C:5]([CH3:10])=[CH:4][C:3]=1[O:2][CH3:1], predict the reactants needed to synthesize it. The reactants are: [CH3:1][O:2][C:3]1[CH:8]=[CH:7][C:6]([CH3:9])=[C:5]([CH3:10])[CH:4]=1.[Br-:11].[Br-].[Br-].C([N+](CCCC)(CCCC)CCCC)CCC.C([N+](CCCC)(CCCC)CCCC)CCC.C([N+](CCCC)(CCCC)CCCC)CCC.